Dataset: Full USPTO retrosynthesis dataset with 1.9M reactions from patents (1976-2016). Task: Predict the reactants needed to synthesize the given product. (1) Given the product [C:11]([C:13]1[CH:18]=[CH:17][C:16]([C@@H:19]2[CH2:5][C@H:20]2[C:21]([O:23][C:24]([CH3:27])([CH3:26])[CH3:25])=[O:22])=[CH:15][CH:14]=1)#[N:12], predict the reactants needed to synthesize it. The reactants are: CS(C)=O.[CH3:5]C(C)([O-])C.[Na+].[C:11]([C:13]1[CH:18]=[CH:17][C:16](/[CH:19]=[CH:20]/[C:21]([O:23][C:24]([CH3:27])([CH3:26])[CH3:25])=[O:22])=[CH:15][CH:14]=1)#[N:12].CC(OC)(C)C. (2) Given the product [CH3:1][O:2][C:3](=[O:14])[C:4]1[CH:9]=[CH:8][C:7]([CH3:10])=[CH:6][C:5]=1[CH2:11][CH:12]=[O:19], predict the reactants needed to synthesize it. The reactants are: [CH3:1][O:2][C:3](=[O:14])[C:4]1[CH:9]=[CH:8][C:7]([CH3:10])=[CH:6][C:5]=1[CH2:11][CH:12]=C.C[N+]1([O-])CC[O:19]CC1. (3) Given the product [C:16]([C:10]1[C:11](=[O:13])[C:4]2[C:3](=[C:2]([Br:1])[CH:7]=[CH:6][CH:5]=2)[NH:8][CH:9]=1)(=[O:18])[CH3:17], predict the reactants needed to synthesize it. The reactants are: [Br:1][C:2]1[CH:7]=[CH:6][CH:5]=[CH:4][C:3]=1[NH:8][CH:9]=[C:10]([C:16](=[O:18])[CH3:17])[C:11]([O:13]CC)=O. (4) Given the product [CH3:12][NH:11][S:8]([C:4]1[CH:5]=[CH:6][CH:7]=[C:2]([B:18]2[O:22][C:21]([CH3:24])([CH3:23])[C:20]([CH3:26])([CH3:25])[O:19]2)[CH:3]=1)(=[O:10])=[O:9], predict the reactants needed to synthesize it. The reactants are: Br[C:2]1[CH:3]=[C:4]([S:8]([NH:11][CH3:12])(=[O:10])=[O:9])[CH:5]=[CH:6][CH:7]=1.C([O-])(=O)C.[K+].[B:18]1([B:18]2[O:22][C:21]([CH3:24])([CH3:23])[C:20]([CH3:26])([CH3:25])[O:19]2)[O:22][C:21]([CH3:24])([CH3:23])[C:20]([CH3:26])([CH3:25])[O:19]1. (5) Given the product [F:1][C:2]1[CH:7]=[CH:6][CH:5]=[CH:4][C:3]=1[C:8]1[N:39]([C:41]2[CH:46]=[CH:45][CH:44]=[CH:43][CH:42]=2)[C:33]2[C:34]([C:9]=1[CH2:10][CH2:11][CH2:12][N:13]1[CH2:18][CH2:17][CH:16]([C:19]3[CH:20]=[C:21]([NH:25][C:26](=[O:30])[CH:27]([CH3:29])[CH3:28])[CH:22]=[CH:23][CH:24]=3)[CH2:15][CH2:14]1)=[CH:35][CH:36]=[CH:37][CH:38]=2, predict the reactants needed to synthesize it. The reactants are: [F:1][C:2]1[CH:7]=[CH:6][CH:5]=[CH:4][C:3]=1[C:8](=O)[CH2:9][CH2:10][CH2:11][CH2:12][N:13]1[CH2:18][CH2:17][CH:16]([C:19]2[CH:20]=[C:21]([NH:25][C:26](=[O:30])[CH:27]([CH3:29])[CH3:28])[CH:22]=[CH:23][CH:24]=2)[CH2:15][CH2:14]1.Cl.[C:33]1([N:39]([C:41]2[CH:46]=[CH:45][CH:44]=[CH:43][CH:42]=2)N)[CH:38]=[CH:37][CH:36]=[CH:35][CH:34]=1.